The task is: Predict the reaction yield, written as a fraction of the theoretical maximum amount of product (1.0 means a 100% yield; for example, 0.34 means a 34% yield).. This data is from Reaction yield outcomes from USPTO patents with 853,638 reactions. (1) The reactants are S(=O)(=O)(O)O.[CH3:6][C:7]1[CH2:8][CH2:9][CH:10]=[C:11]([C:22]([OH:24])=[O:23])[CH2:12][CH2:13][C@@H:14]2[C:18](=[CH2:19])[C:17](=[O:20])[O:16][C@@H:15]2[CH:21]=1.[CH3:25]O. The catalyst is [Cl-].[Na+].O. The product is [CH3:6][C:7]1[CH2:8][CH2:9][CH:10]=[C:11]([C:22]([O:24][CH3:25])=[O:23])[CH2:12][CH2:13][C@@H:14]2[C:18](=[CH2:19])[C:17](=[O:20])[O:16][C@@H:15]2[CH:21]=1. The yield is 0.820. (2) The reactants are [F:1][C:2]1[CH:7]=[C:6]([C:8]2[CH:13]=[N:12][CH:11]=[C:10]3[N:14]([CH3:17])[N:15]=[CH:16][C:9]=23)[CH:5]=[CH:4][C:3]=1[NH2:18].[N:19]([C:22]1[CH:27]=[CH:26][CH:25]=[C:24]([C:28]([F:31])([F:30])[F:29])[CH:23]=1)=[C:20]=[O:21]. The catalyst is C(Cl)Cl. The product is [F:1][C:2]1[CH:7]=[C:6]([C:8]2[CH:13]=[N:12][CH:11]=[C:10]3[N:14]([CH3:17])[N:15]=[CH:16][C:9]=23)[CH:5]=[CH:4][C:3]=1[NH:18][C:20]([NH:19][C:22]1[CH:27]=[CH:26][CH:25]=[C:24]([C:28]([F:29])([F:30])[F:31])[CH:23]=1)=[O:21]. The yield is 0.410. (3) The reactants are [OH-].[K+].C(=O)(OC)[O:4][C:5]1[CH:10]=[C:9]([N+:11]([O-:13])=[O:12])[C:8]([C:14]([CH3:17])([CH3:16])[CH3:15])=[CH:7][C:6]=1[Cl:18].Cl. The catalyst is CO. The product is [C:14]([C:8]1[C:9]([N+:11]([O-:13])=[O:12])=[CH:10][C:5]([OH:4])=[C:6]([Cl:18])[CH:7]=1)([CH3:17])([CH3:15])[CH3:16]. The yield is 0.680. (4) The reactants are [NH2:1][C:2]1[CH:11]=[C:10]([O:12][CH3:13])[C:9]([O:14][CH2:15][CH2:16][CH2:17][Cl:18])=[CH:8][C:3]=1[C:4](OC)=[O:5].Cl.[CH:20](N)=[NH:21]. The catalyst is CCOC(C)=O. The product is [Cl:18][CH2:17][CH2:16][CH2:15][O:14][C:9]1[CH:8]=[C:3]2[C:2](=[CH:11][C:10]=1[O:12][CH3:13])[N:1]=[CH:20][N:21]=[C:4]2[OH:5]. The yield is 0.760. (5) The reactants are Cl[C:2]1[C:11]2[C:6](=[CH:7][C:8]([O:14][CH2:15][CH:16]3[CH2:21][CH2:20][N:19]([CH3:22])[CH2:18][CH2:17]3)=[C:9]([O:12][CH3:13])[CH:10]=2)[N:5]=[CH:4][N:3]=1.[Cl:23][C:24]1[CH:30]=[C:29]([F:31])[C:27]([NH2:28])=[C:26]([F:32])[CH:25]=1.[H-].[Na+]. The catalyst is CN(C=O)C. The product is [Cl:23][C:24]1[CH:30]=[C:29]([F:31])[C:27]([NH:28][C:2]2[C:11]3[C:6](=[CH:7][C:8]([O:14][CH2:15][CH:16]4[CH2:21][CH2:20][N:19]([CH3:22])[CH2:18][CH2:17]4)=[C:9]([O:12][CH3:13])[CH:10]=3)[N:5]=[CH:4][N:3]=2)=[C:26]([F:32])[CH:25]=1. The yield is 0.610. (6) The reactants are [CH3:1][C:2]1([C:11]2[CH:12]=[CH:13][CH:14]=[CH:15][CH:16]=2)[O:7][C:6]([C:8]([OH:10])=O)=[CH:5][C:3]1=[O:4].[NH2:17][CH2:18][CH2:19][O:20][CH2:21][CH2:22][NH:23][C:24](=[O:30])[O:25][C:26]([CH3:29])([CH3:28])[CH3:27].C(Cl)CCl. The catalyst is CC#N.CCOC(C)=O. The product is [CH3:1][C:2]1([C:11]2[CH:12]=[CH:13][CH:14]=[CH:15][CH:16]=2)[C:3](=[O:4])[CH:5]=[C:6]([C:8]([NH:17][CH2:18][CH2:19][O:20][CH2:21][CH2:22][NH:23][C:24](=[O:30])[O:25][C:26]([CH3:28])([CH3:27])[CH3:29])=[O:10])[O:7]1. The yield is 0.360. (7) The reactants are [CH2:1](Br)[C:2]1[CH:7]=[CH:6][CH:5]=[CH:4][CH:3]=1.[CH2:9]([CH:11]1[CH2:16][NH:15][CH2:14][CH2:13][NH:12]1)[CH3:10]. The catalyst is CN(C=O)C. The product is [CH2:1]([N:15]1[CH2:14][CH2:13][NH:12][CH:11]([CH2:9][CH3:10])[CH2:16]1)[C:2]1[CH:7]=[CH:6][CH:5]=[CH:4][CH:3]=1. The yield is 0.700.